This data is from Forward reaction prediction with 1.9M reactions from USPTO patents (1976-2016). The task is: Predict the product of the given reaction. (1) The product is: [CH3:18][C:15]1[CH:14]=[CH:13][C:12]([CH:21]=[O:22])=[CH:17][N:16]=1. Given the reactants C([Li])CCC.C([Mg]Cl)(C)C.Br[C:12]1[CH:13]=[CH:14][C:15]([CH3:18])=[N:16][CH:17]=1.CN(C)[CH:21]=[O:22].[Cl-].[NH4+], predict the reaction product. (2) Given the reactants [Cl:1][C:2]1[CH:3]=[CH:4][C:5]([C:8]([OH:10])=O)=[N:6][CH:7]=1.C(Cl)(=O)C([Cl:14])=O.CN(C)C=O, predict the reaction product. The product is: [Cl:1][C:2]1[CH:3]=[CH:4][C:5]([C:8]([Cl:14])=[O:10])=[N:6][CH:7]=1. (3) Given the reactants [ClH:1].Cl.[N:3]1([C:9]2[C:10]3[CH:17]=[CH:16][NH:15][C:11]=3[N:12]=[CH:13][N:14]=2)[CH2:8][CH2:7][NH:6][CH2:5][CH2:4]1.[Br:18][C:19]1[CH:38]=[CH:37][C:22]([CH2:23][CH:24]([CH2:28][NH:29]C(OC(C)(C)C)=O)[C:25](O)=[O:26])=[C:21]([F:39])[CH:20]=1, predict the reaction product. The product is: [ClH:1].[ClH:1].[NH2:29][CH2:28][CH:24]([CH2:23][C:22]1[CH:37]=[CH:38][C:19]([Br:18])=[CH:20][C:21]=1[F:39])[C:25]([N:6]1[CH2:5][CH2:4][N:3]([C:9]2[C:10]3[CH:17]=[CH:16][NH:15][C:11]=3[N:12]=[CH:13][N:14]=2)[CH2:8][CH2:7]1)=[O:26]. (4) Given the reactants [NH2:1][C:2]1[C:6]([CH3:7])=[C:5]([CH3:8])[O:4][N:3]=1.CC1C=CN=C(N)C=1C.[Br:18][C:19]1[CH:23]=[CH:22][S:21][C:20]=1[S:24](Cl)(=[O:26])=[O:25], predict the reaction product. The product is: [CH3:7][C:6]1[C:2]([NH:1][S:24]([C:20]2[S:21][CH:22]=[CH:23][C:19]=2[Br:18])(=[O:26])=[O:25])=[N:3][O:4][C:5]=1[CH3:8]. (5) Given the reactants Cl.[CH3:2][O:3][C:4](=[O:24])[C@H:5]([CH2:7][C:8]1[CH:13]=[CH:12][C:11]([O:14][CH2:15][C:16]2[C:21]([Cl:22])=[CH:20][CH:19]=[CH:18][C:17]=2[Cl:23])=[CH:10][CH:9]=1)[NH2:6].[Cl:25][C:26]1[N:34]=[CH:33][CH:32]=[CH:31][C:27]=1[C:28](O)=[O:29].C(Cl)CCl.C1C=CC2N(O)N=NC=2C=1.CN1CCOCC1, predict the reaction product. The product is: [CH3:2][O:3][C:4](=[O:24])[C@H:5]([CH2:7][C:8]1[CH:9]=[CH:10][C:11]([O:14][CH2:15][C:16]2[C:21]([Cl:22])=[CH:20][CH:19]=[CH:18][C:17]=2[Cl:23])=[CH:12][CH:13]=1)[NH:6][C:28](=[O:29])[C:27]1[CH:31]=[CH:32][CH:33]=[N:34][C:26]=1[Cl:25]. (6) Given the reactants Cl.NO.[CH3:4][C:5]1([CH3:13])[CH2:12][C:10](=[O:11])[CH2:9][C:7](=[O:8])[CH2:6]1.C([N:16](CC)CC)C.C1(C)C=CC(S(Cl)(=O)=O)=CC=1.C([O-])([O-])=O.[K+].[K+], predict the reaction product. The product is: [CH3:4][C:5]1([CH3:13])[CH2:12][NH:16][C:10](=[O:11])[CH2:9][C:7](=[O:8])[CH2:6]1. (7) Given the reactants [CH2:1]([O:8][C:9]([N:11]1[CH2:15][C@H:14]([O:16][Si:17]([CH3:20])([CH3:19])[CH3:18])[CH2:13][C@H:12]1[CH2:21][OH:22])=[O:10])[C:2]1[CH:7]=[CH:6][CH:5]=[CH:4][CH:3]=1.I[CH3:24], predict the reaction product. The product is: [CH2:1]([O:8][C:9]([N:11]1[CH2:15][C@H:14]([O:16][Si:17]([CH3:18])([CH3:19])[CH3:20])[CH2:13][C@H:12]1[CH2:21][O:22][CH3:24])=[O:10])[C:2]1[CH:7]=[CH:6][CH:5]=[CH:4][CH:3]=1.